Predict the product of the given reaction. From a dataset of Forward reaction prediction with 1.9M reactions from USPTO patents (1976-2016). The product is: [CH2:1]([O:8][C:9]1[CH:14]=[CH:13][C:12]([C:15]2[N:19]([CH:36]3[CH2:35][CH2:34][CH2:33][CH:32]=[CH:31]3)[C:18]([CH:20]=[O:21])=[C:17]([Cl:22])[N:16]=2)=[C:11]([F:23])[CH:10]=1)[C:2]1[CH:3]=[CH:4][CH:5]=[CH:6][CH:7]=1.[CH2:1]([O:8][C:9]1[CH:14]=[CH:13][C:12]([C:15]2[N:16]([CH:36]3[CH2:35][CH2:34][CH2:33][CH:32]=[CH:31]3)[C:17]([Cl:22])=[C:18]([CH:20]=[O:21])[N:19]=2)=[C:11]([F:23])[CH:10]=1)[C:2]1[CH:3]=[CH:4][CH:5]=[CH:6][CH:7]=1. Given the reactants [CH2:1]([O:8][C:9]1[CH:14]=[CH:13][C:12]([C:15]2[NH:16][C:17]([Cl:22])=[C:18]([CH:20]=[O:21])[N:19]=2)=[C:11]([F:23])[CH:10]=1)[C:2]1[CH:7]=[CH:6][CH:5]=[CH:4][CH:3]=1.C(=O)([O-])[O-].[K+].[K+].Br[CH:31]1[CH2:36][CH2:35][CH2:34][CH:33]=[CH:32]1.O, predict the reaction product.